From a dataset of Forward reaction prediction with 1.9M reactions from USPTO patents (1976-2016). Predict the product of the given reaction. (1) The product is: [CH2:1]([O:3][C:4](=[O:18])[C:5]([O:8][C:9]1[CH:14]=[CH:13][C:12]([O:15][CH2:32][CH2:31][CH2:30][C:29]#[C:28][C:25]2[CH:26]=[CH:27][C:22]([O:21][C:20]([F:19])([F:38])[F:39])=[CH:23][CH:24]=2)=[C:11]([F:16])[C:10]=1[CH3:17])([CH3:6])[CH3:7])[CH3:2]. Given the reactants [CH2:1]([O:3][C:4](=[O:18])[C:5]([O:8][C:9]1[CH:14]=[CH:13][C:12]([OH:15])=[C:11]([F:16])[C:10]=1[CH3:17])([CH3:7])[CH3:6])[CH3:2].[F:19][C:20]([F:39])([F:38])[O:21][C:22]1[CH:27]=[CH:26][C:25]([C:28]#[C:29][CH2:30][CH2:31][CH2:32]OS(C)(=O)=O)=[CH:24][CH:23]=1, predict the reaction product. (2) Given the reactants [Br:1][C:2]1[CH:7]=[CH:6][C:5](B(O)O)=[CH:4][CH:3]=1.O.[C:12]1(=[O:17])[CH2:16][CH2:15][CH:14]=[CH:13]1.CCN(CC)CC, predict the reaction product. The product is: [Br:1][C:2]1[CH:7]=[CH:6][C:5]([C@H:14]2[CH2:15][CH2:16][C:12](=[O:17])[CH2:13]2)=[CH:4][CH:3]=1. (3) Given the reactants [OH:1][C:2]1[C:10]2[N:9]=[C:8]([CH3:11])[N:7](C(OC(C)(C)C)=O)[C:6]=2[CH:5]=[C:4]([C:19]([O:21]C)=[O:20])[CH:3]=1.[F:23][C:24]1[CH:33]=[C:32]([F:34])[CH:31]=[C:30]2[C:25]=1[CH:26](O)[CH2:27][CH2:28][O:29]2.C1(P(C2C=CC=CC=2)C2C=CC=CC=2)C=CC=CC=1.N(C(OC(C)C)=O)=NC(OC(C)C)=O.[OH-].[Li+], predict the reaction product. The product is: [F:23][C:24]1[CH:33]=[C:32]([F:34])[CH:31]=[C:30]2[C:25]=1[CH:26]([O:1][C:2]1[C:10]3[N:9]=[C:8]([CH3:11])[NH:7][C:6]=3[CH:5]=[C:4]([C:19]([OH:21])=[O:20])[CH:3]=1)[CH2:27][CH2:28][O:29]2. (4) Given the reactants [N+:1]([C:4]1[CH:5]=[CH:6][CH:7]=[C:8]2[C:13]=1[N:12]=[CH:11][C:10]([N:14]1[CH:20]3[CH2:21][CH2:22][N:17]([CH2:18][CH2:19]3)[CH2:16][CH2:15]1)=[CH:9]2)([O-])=O, predict the reaction product. The product is: [NH2:1][C:4]1[CH:5]=[CH:6][CH:7]=[C:8]2[C:13]=1[N:12]=[CH:11][C:10]([N:14]1[CH:20]3[CH2:19][CH2:18][N:17]([CH2:22][CH2:21]3)[CH2:16][CH2:15]1)=[CH:9]2. (5) Given the reactants Cl[C:2]1[CH:7]=[C:6]([C:8]#[N:9])[CH:5]=[CH:4][N:3]=1.[CH:10]1([N:15]2[CH2:20][CH2:19][NH:18][CH2:17][CH2:16]2)[CH2:14][CH2:13][CH2:12][CH2:11]1, predict the reaction product. The product is: [CH:10]1([N:15]2[CH2:16][CH2:17][N:18]([C:2]3[CH:7]=[C:6]([CH:5]=[CH:4][N:3]=3)[C:8]#[N:9])[CH2:19][CH2:20]2)[CH2:11][CH2:12][CH2:13][CH2:14]1.